The task is: Binary Classification. Given a miRNA mature sequence and a target amino acid sequence, predict their likelihood of interaction.. This data is from Experimentally validated miRNA-target interactions with 360,000+ pairs, plus equal number of negative samples. (1) The miRNA is mmu-let-7g-5p with sequence UGAGGUAGUAGUUUGUACAGUU. The protein sequence of the target gene is MAAAAGDGTVKPLQSAMKLANGAIELDTGNRPREAYTEYLRSIHYISQVLLEEVETTKEAGETVPPDTSKMLKLAQQCLERAQSTAAKLGKTRLKPTMPAAAPIPQPAGRHRRVYSDEGGKLSPFLPPEIFQKLQGAESQSCKKELTPLEEASLQNQKLKAAYEARMARLDPSQAMQKTSLTLSLQRQMMENLVIAKAREETLQRKMEERRLRLQEAANRRFCSQVALTPEEREQRALYAAILEYEQDHDWPKHWKAKLKRNPGDLSLVTSLVSHLLSLPDHPIAQLLRRLQCSVYSALY.... Result: 0 (no interaction). (2) The miRNA is hsa-miR-3646 with sequence AAAAUGAAAUGAGCCCAGCCCA. The protein sequence of the target gene is MLCVAGAKLKRELDATATVLANRQDESEQSRKRLIEQSREFKKNTPEDLRKQVAPLLKSFQGEIDALSKRSKEAEAAFLTVYKRLIDVPDPVPALDVGQQLEIKVQRLHDIETENQKLRETLEEYNKEFAEVKNQEVTIKALKEKIREYEQTLKSQAETIALEKEQKLQNDFAEKERKLQETQMSTTSKLEEAEHKLQTLQTALEKTRTELFDLKTKYDEETTAKADEIEMIMTDLERANQRAEVAQREAETLREQLSSANHSLQLASQIQKAPDVAIEVLTRSSLEVELAAKEREIAQL.... Result: 0 (no interaction). (3) The miRNA is hsa-miR-518a-5p with sequence CUGCAAAGGGAAGCCCUUUC. The protein sequence of the target gene is MVGPEDAGACSGRNPKLLPVPAPDPVGQDRKVIRATGGFGGGVGAVEPPEEADEEEEADEEEETPPRQLLQRYLAAAGEQLEPGLCYCPLPAGQAGAPPPSAAPRSDACLLGSGSKHRGAEVADGRAPRHEGMTNGDSGFLPGRDCRDLEEARGLARAGGRESRRRRPYGRLRLEGPGDEDADGAGSPSDWASPLEDPLRSCCLVAADAQEPEGAGSDSGDSPASSCSSSEDSEQRGVGAGGPEEGAPPATSAERTNGGAEPRLGFSDIHFNSRNTFQVSRGQSARDHLPPAGPPVPLPA.... Result: 1 (interaction). (4) The miRNA is hsa-miR-6762-5p with sequence CGGGGCCAUGGAGCAGCCUGUGU. The protein sequence of the target gene is MAEEQEFTQLCKLPAQPSHPHCVNNTYRSAQHSQALLRGLLALRDSGILFDVVLVVEGRHIEAHRILLAASCDYFRGMFAGGLKEMEQEEVLIHGVSYNAMCQILHFIYTSELELSLSNVQETLVAACQLQIPEIIHFCCDFLMSWVDEENILDVYRLAELFDLSRLTEQLDTYILKNFVAFSRTDKYRQLPLEKVYSLLSSNRLEVSCETEVYEGALLYHYSLEQVQADQISLHEPPKLLETVRFPLMEAEVLQRLHDKLDPSPLRDTVASALMYHRNESLQPSLQSPQTELRSDFQCV.... Result: 0 (no interaction). (5) The miRNA is hsa-miR-4633-3p with sequence AGGAGCUAGCCAGGCAUAUGCA. The protein sequence of the target gene is MWLKPEEVLLKNALKLWVTQKSSCYFILQRRRGHGEGGGRLTGRLVGALDAVLDSNARVAPFRILLQVPGSQVYSPIACGATLEEINQHWDWLEQNLLHTLSVFDNKDDIASFVKGKVKALIAEETSSRLAEQEEEPEKFREALVKFEARFNFPEAEKLVTYYSCCCWKGRVPRQGWLYLSINHLCFYSFFLGKELKLVVPWVDIQKLERTSNVFLTDTIRITTQNKERDFSMFLNLDEVFKVMEQLADVTLRRLLDNEVFDLDPDLQEPSQITKRDLEARAQNEFFRAFFRLPRKEKLH.... Result: 0 (no interaction). (6) The miRNA is mmu-miR-767 with sequence UGCACCAUGGUUGUCUGAGCA. The protein sequence of the target gene is MTSFQEVQLQTSNFAHVIFQNVAKSYLPNAHLECHYTLTPYIHPHSKDWVGIFKVGWSTARDYYTFLWSPMPEHYVEGSTVNCVLAFQGYYLPNDDGEFYQFCYVTHKGEIRGASTPFQFRAASPVEELLTMEDEGNSDMLVVTTKAGLLELKIEKTLKEKEELLKLIAVLEKETAQLREQVGRMERELSQEKGRCEQLQAEQKGLLEVSQSLRVENEEFMKRYSDATAKVQQLEEDIVSVTHKAIEKETDLDSLKDKLRKAQHEREQLECQLQTEKDEKELYKVHLKNTEIENTKLVSE.... Result: 0 (no interaction). (7) The miRNA is hsa-miR-380-3p with sequence UAUGUAAUAUGGUCCACAUCUU. The protein sequence of the target gene is MGGGWWWARAARLARLRFRRSLLPPQRPRSGGARGSFAPGHGPRAGASPPPVSELDRADAWLLRKAHETAFLSWFRNGLLASGIGVISFMQSDMGREAAYGFFLLGGLCVVWGSASYAVGLAALRGPMQLTLGGAAVGAGAVLAASLLWACAVGLYMGQLELDVELVPEDDGTASAEGPDEAGRPPPE. Result: 0 (no interaction). (8) The miRNA is mmu-let-7a-5p with sequence UGAGGUAGUAGGUUGUAUAGUU. The protein sequence of the target gene is MMRFMLLFSRQGKLRLQKWYLATSDKERKKMVRELMQVVLARKPKMCSFLEWRDLKVVYKRYASLYFCCAIEGQDNELITLELIHRYVELLDKYFGSVCELDIIFNFEKAYFILDEFLMGGDVQDTSKKSVLKAIEQADLLQEEDESPRSVLEEMGLA. Result: 0 (no interaction). (9) The miRNA is hsa-miR-7855-5p with sequence UUGGUGAGGACCCCAAGCUCGG. The protein sequence of the target gene is MKFFVFALILALMLSMTGADSHAKRHHGYKRKFHEKHHSHRGYRSNYLYDN. Result: 0 (no interaction). (10) The miRNA is hsa-miR-2052 with sequence UGUUUUGAUAACAGUAAUGU. Result: 0 (no interaction). The protein sequence of the target gene is MPLSRSLSVSSLPGLEDWEDEFDPENAVLFEVAWEVANKVGGIYTVLQTKAKVTGDEWGDNYYLVGPYTEQGVRTQVELLEPPTPELKRTLDSMNSKGCKVYFGRWLIEGGPLVVLLDVGASAWALERWKGELWDTCNIGVPWYDREANDAVLFGFLTTWFLGEFLAQNEEKPYVVAHFHEWLAGVGLCLCRARRLPVATIFTTHATLLGRYLCAGAVDFYNNLENFNVDKEAGERQIYHRYCMERAAAHCAHVFTTVSQITAIEAQHLLKRKPDIVTPNGLNVKKFSAMHEFQNLHAQS....